This data is from Forward reaction prediction with 1.9M reactions from USPTO patents (1976-2016). The task is: Predict the product of the given reaction. (1) Given the reactants [F:1][C:2]([F:21])([C:11]1[CH:16]=[CH:15][C:14]([C:17]([F:20])([F:19])[F:18])=[CH:13][N:12]=1)[CH2:3][N:4]1[CH2:9][CH2:8][CH:7]([NH2:10])[CH2:6][CH2:5]1.Cl[C:23]1[C:24]2[CH:31]=[CH:30][NH:29][C:25]=2[N:26]=[CH:27][N:28]=1.CCN(C(C)C)C(C)C, predict the reaction product. The product is: [F:21][C:2]([F:1])([C:11]1[CH:16]=[CH:15][C:14]([C:17]([F:18])([F:19])[F:20])=[CH:13][N:12]=1)[CH2:3][N:4]1[CH2:5][CH2:6][CH:7]([NH:10][C:23]2[C:24]3[CH:31]=[CH:30][NH:29][C:25]=3[N:26]=[CH:27][N:28]=2)[CH2:8][CH2:9]1. (2) Given the reactants [CH3:1][O:2][C:3]1[CH:4]=[C:5]([N:12]2[CH2:17][CH2:16][N:15]([CH2:18][CH2:19][CH3:20])[CH2:14][CH2:13]2)[CH:6]=[CH:7][C:8]=1[N+:9]([O-])=O.O.NN, predict the reaction product. The product is: [CH3:1][O:2][C:3]1[CH:4]=[C:5]([N:12]2[CH2:13][CH2:14][N:15]([CH2:18][CH2:19][CH3:20])[CH2:16][CH2:17]2)[CH:6]=[CH:7][C:8]=1[NH2:9]. (3) Given the reactants [OH:1][C:2]1[C:9]([CH2:10][CH3:11])=[C:8]([O:12][CH3:13])[CH:7]=[CH:6][C:3]=1[CH:4]=O.[C:14](OCC)(=[O:21])[CH2:15][C:16]([O:18][CH2:19][CH3:20])=[O:17].N1CCCCC1, predict the reaction product. The product is: [CH2:19]([O:18][C:16]([C:15]1[C:14](=[O:21])[O:1][C:2]2[C:3]([CH:4]=1)=[CH:6][CH:7]=[C:8]([O:12][CH3:13])[C:9]=2[CH2:10][CH3:11])=[O:17])[CH3:20]. (4) Given the reactants Br[C:2]1[CH:19]=[N:18][C:5]2[N:6]=[CH:7][N:8]([C:11]3[CH:16]=[CH:15][CH:14]=[CH:13][C:12]=3[F:17])[C:9](=[O:10])[C:4]=2[CH:3]=1.[F:20][C:21]1[CH:26]=[CH:25][C:24]([C:27]2[O:28][C:29]3[CH:39]=[C:38]([N:40]([CH3:45])[S:41]([CH3:44])(=[O:43])=[O:42])[C:37](B4OC(C)(C)C(C)(C)O4)=[CH:36][C:30]=3[C:31]=2[C:32]([NH:34][CH3:35])=[O:33])=[CH:23][CH:22]=1.[O-]P([O-])([O-])=O.[K+].[K+].[K+], predict the reaction product. The product is: [F:20][C:21]1[CH:26]=[CH:25][C:24]([C:27]2[O:28][C:29]3[CH:39]=[C:38]([N:40]([CH3:45])[S:41]([CH3:44])(=[O:42])=[O:43])[C:37]([C:2]4[CH:19]=[N:18][C:5]5[N:6]=[CH:7][N:8]([C:11]6[CH:16]=[CH:15][CH:14]=[CH:13][C:12]=6[F:17])[C:9](=[O:10])[C:4]=5[CH:3]=4)=[CH:36][C:30]=3[C:31]=2[C:32]([NH:34][CH3:35])=[O:33])=[CH:23][CH:22]=1.